Dataset: Forward reaction prediction with 1.9M reactions from USPTO patents (1976-2016). Task: Predict the product of the given reaction. Given the reactants [CH3:1][O:2][C:3]1[CH:4]=[C:5]([CH2:11][CH2:12][NH2:13])[CH:6]=[CH:7][C:8]=1[O:9][CH3:10].[CH3:14][O:15][C:16]1[C:21]([O:22][CH3:23])=[C:20]([O:24][CH3:25])[CH:19]=[CH:18][C:17]=1[CH2:26][C:27](O)=[O:28], predict the reaction product. The product is: [CH3:1][O:2][C:3]1[CH:4]=[C:5]([CH2:11][CH2:12][NH:13][C:27](=[O:28])[CH2:26][C:17]2[CH:18]=[CH:19][C:20]([O:24][CH3:25])=[C:21]([O:22][CH3:23])[C:16]=2[O:15][CH3:14])[CH:6]=[CH:7][C:8]=1[O:9][CH3:10].